This data is from Reaction yield outcomes from USPTO patents with 853,638 reactions. The task is: Predict the reaction yield, written as a fraction of the theoretical maximum amount of product (1.0 means a 100% yield; for example, 0.34 means a 34% yield). (1) The reactants are [Cl:1][C:2]1[CH:3]=[C:4]2[C:8](=[CH:9][CH:10]=1)[NH:7][CH:6]=[C:5]2[CH2:11][CH2:12][NH:13][C:14]([C:16]1[CH:20]=[C:19]([CH2:21]Cl)[O:18][N:17]=1)=[O:15].[Na+].[I-].[CH2:25]([NH2:27])[CH3:26]. The catalyst is C1COCC1. The product is [Cl:1][C:2]1[CH:3]=[C:4]2[C:8](=[CH:9][CH:10]=1)[NH:7][CH:6]=[C:5]2[CH2:11][CH2:12][NH:13][C:14]([C:16]1[CH:20]=[C:19]([CH2:21][NH:27][CH2:25][CH3:26])[O:18][N:17]=1)=[O:15]. The yield is 0.500. (2) The reactants are CCO.C([Cl:7])(=O)C.[CH3:8][C:9]([C:12]1[O:16][C:15]([CH2:17][S:18][C:19]2[S:23][C:22]([NH:24][C:25]([CH:27]3[CH2:32][CH2:31][NH:30][CH2:29][CH2:28]3)=[O:26])=[N:21][CH:20]=2)=[N:14][CH:13]=1)([CH3:11])[CH3:10]. The catalyst is O. The product is [ClH:7].[CH3:11][C:9]([C:12]1[O:16][C:15]([CH2:17][S:18][C:19]2[S:23][C:22]([NH:24][C:25]([CH:27]3[CH2:28][CH2:29][NH:30][CH2:31][CH2:32]3)=[O:26])=[N:21][CH:20]=2)=[N:14][CH:13]=1)([CH3:8])[CH3:10]. The yield is 0.700. (3) The reactants are [CH3:1][N:2]([CH3:16])[C:3]1[C:8]([C:9]([F:12])([F:11])[F:10])=[CH:7][C:6]([N+:13]([O-])=O)=[CH:5][N:4]=1. The catalyst is CO.[Pd]. The product is [CH3:1][N:2]([CH3:16])[C:3]1[C:8]([C:9]([F:12])([F:11])[F:10])=[CH:7][C:6]([NH2:13])=[CH:5][N:4]=1. The yield is 0.340.